From a dataset of Reaction yield outcomes from USPTO patents with 853,638 reactions. Predict the reaction yield, written as a fraction of the theoretical maximum amount of product (1.0 means a 100% yield; for example, 0.34 means a 34% yield). (1) The reactants are [NH:1]1[CH:5]=[CH:4][CH:3]=[N:2]1.C([O-])([O-])=O.[K+].[K+].[C:12]1([C:24]2[CH:29]=[CH:28][CH:27]=[CH:26][CH:25]=2)[CH:17]=[CH:16][CH:15]=[C:14]([N:18]2[CH:22]=[C:21](Br)[N:20]=[CH:19]2)[CH:13]=1.CN1C(=O)CCC1. The catalyst is [Cl-].[Na+].O.[Cu]I.C(OCC)(=O)C.O. The product is [C:12]1([C:24]2[CH:25]=[CH:26][CH:27]=[CH:28][CH:29]=2)[CH:17]=[CH:16][CH:15]=[C:14]([N:18]2[CH:22]=[C:21]([N:1]3[CH:5]=[CH:4][CH:3]=[N:2]3)[N:20]=[CH:19]2)[CH:13]=1. The yield is 0.320. (2) The reactants are Br[C:2]([C@:4]([C:28](=[O:35])[C:29]1[CH:34]=[CH:33][CH:32]=[CH:31][CH:30]=1)([C@@:6]([C:20](=[O:27])[C:21]1[CH:26]=[CH:25][CH:24]=[CH:23][CH:22]=1)([C@:8]([C:12](=[O:19])[C:13]1[CH:18]=[CH:17][CH:16]=[CH:15][CH:14]=1)([CH2:10][OH:11])[OH:9])[OH:7])[OH:5])=[O:3].O. The catalyst is CC(C)=O.C(=O)([O-])[O-].[Ag+2]. The product is [C:28]([C@@:4]([C@@:6]([C:20](=[O:27])[C:21]1[CH:22]=[CH:23][CH:24]=[CH:25][CH:26]=1)([C@:8]([C:12](=[O:19])[C:13]1[CH:14]=[CH:15][CH:16]=[CH:17][CH:18]=1)([CH2:10][OH:11])[OH:9])[OH:7])([OH:5])[CH:2]=[O:3])(=[O:35])[C:29]1[CH:30]=[CH:31][CH:32]=[CH:33][CH:34]=1. The yield is 0.740. (3) The reactants are [C:1]([O:5][C:6]([N:8]1[CH2:13][CH2:12][CH2:11][C@H:10]([CH2:14][O:15][C:16]2[C:21]([O:22]C)=[CH:20][CH:19]=[CH:18][C:17]=2[F:24])[CH2:9]1)=[O:7])([CH3:4])([CH3:3])[CH3:2].[S-]CC.[Na+]. The yield is 0.960. The catalyst is CN1CCCC1=O. The product is [C:1]([O:5][C:6]([N:8]1[CH2:13][CH2:12][CH2:11][C@H:10]([CH2:14][O:15][C:16]2[C:21]([OH:22])=[CH:20][CH:19]=[CH:18][C:17]=2[F:24])[CH2:9]1)=[O:7])([CH3:4])([CH3:2])[CH3:3]. (4) No catalyst specified. The yield is 0.769. The reactants are [Cl:1][C:2]1[C:3]2[CH2:10][C:9](=[O:11])[NH:8][C:4]=2[N:5]=[CH:6][N:7]=1.[CH3:12][C:13]1[N:17]=[CH:16][NH:15][C:14]=1[CH:18]=O. The product is [Cl:1][C:2]1[C:3]2[C:10](=[CH:18][C:14]3[NH:15][CH:16]=[N:17][C:13]=3[CH3:12])[C:9](=[O:11])[NH:8][C:4]=2[N:5]=[CH:6][N:7]=1.